Dataset: Full USPTO retrosynthesis dataset with 1.9M reactions from patents (1976-2016). Task: Predict the reactants needed to synthesize the given product. (1) Given the product [Br:14][C:11]1[CH:12]=[CH:13][C:8]([C:21]2[CH:20]=[CH:19][CH:18]=[C:17]([CH:15]=[O:16])[CH:22]=2)=[CH:9][CH:10]=1, predict the reactants needed to synthesize it. The reactants are: C(=O)([O-])[O-].[K+].[K+].I[C:8]1[CH:13]=[CH:12][C:11]([Br:14])=[CH:10][CH:9]=1.[CH:15]([C:17]1[CH:18]=[C:19](B(O)O)[CH:20]=[CH:21][CH:22]=1)=[O:16].O. (2) Given the product [CH2:46]([O:65][C:71](=[O:72])[NH:69][CH2:70][CH2:58][NH:54][C:17]1[C:12]2[C:11]3[CH2:35][CH2:36][NH:8][CH2:9][C:10]=3[S:34][C:13]=2[N:14]=[C:15]([C:28]2[CH:29]=[CH:30][N:31]=[CH:32][CH:33]=2)[N:16]=1)[CH:47]=[CH2:42], predict the reactants needed to synthesize it. The reactants are: C(OC([N:8]1[CH2:36][CH2:35][C:11]2[C:12]3[C:17](OS(C4C=CC=CC=4)(=O)=O)=[N:16][C:15]([C:28]4[CH:33]=[CH:32][N:31]=[CH:30][CH:29]=4)=[N:14][C:13]=3[S:34][C:10]=2[CH2:9]1)=O)(C)(C)C.S(Cl)(Cl)(=O)=O.[C:42]1(S(Cl)(=O)=O)[CH:47]=[CH:46]C=CC=1.CC[N:54]([CH:58](C)C)C(C)C.CN1CC[O:65]CC1.C[N:69]([CH:71]=[O:72])[CH3:70]. (3) Given the product [OH:25][C:26]1[C:27]([CH3:35])=[CH:28][C:29]([C:32]2[C:15]([C:16](=[O:19])[CH2:17][CH3:18])=[C:9]3[C:10]4[C:5](=[CH:4][C:3]([O:2][CH3:1])=[C:12]([O:13][CH3:14])[CH:11]=4)[CH2:6][CH2:7][N:8]3[C:33]=2[CH3:34])=[CH:30][C:23]=1[CH3:24], predict the reactants needed to synthesize it. The reactants are: [CH3:1][O:2][C:3]1[CH:4]=[C:5]2[C:10](=[CH:11][C:12]=1[O:13][CH3:14])[C:9](=[CH:15][C:16](=[O:19])[CH2:17][CH3:18])[NH:8][CH2:7][CH2:6]2.[N+]([CH2:23][CH3:24])([O-])=O.[OH:25][C:26]1[C:33]([CH3:34])=[CH:32][C:29]([CH:30]=O)=[CH:28][C:27]=1[CH3:35]. (4) Given the product [CH3:1][C@H:8]1[CH2:13][CH2:12][CH2:11][CH2:10][N:9]1[CH:14]1[CH2:19][CH2:18][NH:17][CH2:16][CH2:15]1, predict the reactants needed to synthesize it. The reactants are: [C:1]([C@:8]1(C)[CH2:13][CH2:12][CH2:11][CH2:10][N:9]1[CH:14]1[CH2:19][CH2:18][NH:17][CH2:16][CH2:15]1)(OC(C)(C)C)=O.S(C1C=CC(C)=CC=1)([O-])(=O)=O. (5) The reactants are: [F:1][C:2]([F:20])([F:19])[C:3]1[CH:8]=[CH:7][C:6]([CH:9]2[C:18]3[C:13](=[CH:14][CH:15]=[CH:16][CH:17]=3)[CH2:12][CH2:11][NH:10]2)=[CH:5][CH:4]=1.CCN(C(C)C)C(C)C.[N:30]([CH:33]([CH3:35])[CH3:34])=[C:31]=[O:32]. Given the product [CH:33]([NH:30][C:31]([N:10]1[CH2:11][CH2:12][C:13]2[C:18](=[CH:17][CH:16]=[CH:15][CH:14]=2)[CH:9]1[C:6]1[CH:5]=[CH:4][C:3]([C:2]([F:1])([F:19])[F:20])=[CH:8][CH:7]=1)=[O:32])([CH3:35])[CH3:34], predict the reactants needed to synthesize it. (6) Given the product [Cl:1][C:2]1[CH:3]=[CH:4][C:5]([C:8]2[CH:9]=[CH:10][C:11]([S:14]([NH:17][C:18]3[CH:28]=[CH:27][C:21]4[CH2:22][CH2:23][N:24]([CH3:31])[CH2:25][CH2:26][C:20]=4[CH:19]=3)(=[O:16])=[O:15])=[CH:12][CH:13]=2)=[CH:6][CH:7]=1, predict the reactants needed to synthesize it. The reactants are: [Cl:1][C:2]1[CH:7]=[CH:6][C:5]([C:8]2[CH:13]=[CH:12][C:11]([S:14]([NH:17][C:18]3[CH:28]=[CH:27][C:21]4[CH2:22][CH2:23][NH:24][CH2:25][CH2:26][C:20]=4[CH:19]=3)(=[O:16])=[O:15])=[CH:10][CH:9]=2)=[CH:4][CH:3]=1.C=O.[C:31](O[BH-](OC(=O)C)OC(=O)C)(=O)C.[Na+].C(=O)(O)[O-].[Na+].